From a dataset of Catalyst prediction with 721,799 reactions and 888 catalyst types from USPTO. Predict which catalyst facilitates the given reaction. (1) Reactant: [Cl:1][C:2]1[C:3]([C:10](=[O:12])[CH3:11])=[N:4][CH:5]=[C:6]([O:8][CH3:9])[CH:7]=1.[Br-:13].[Br-].[Br-].C[N+](C)(C)C1C=CC=CC=1.C[N+](C1C=CC=CC=1)(C)C.C[N+](C1C=CC=CC=1)(C)C. Product: [Br:13][CH2:11][C:10]([C:3]1[C:2]([Cl:1])=[CH:7][C:6]([O:8][CH3:9])=[CH:5][N:4]=1)=[O:12]. The catalyst class is: 7. (2) Reactant: [CH2:1]([O:4][C:5]1([CH3:49])[CH2:10][CH2:9][N:8]([C:11]2[N:16]3[N:17]=[C:18]([C:20](=[O:36])[NH:21][CH2:22][CH:23]([OH:35])[CH2:24][C:25]4[CH:30]=[CH:29][CH:28]=[CH:27][C:26]=4[O:31][CH2:32][CH:33]=[CH2:34])[CH:19]=[C:15]3[N:14]=[C:13]([CH3:37])[C:12]=2[C@H:38]([O:44][C:45]([CH3:48])([CH3:47])[CH3:46])[C:39]([O:41][CH2:42][CH3:43])=[O:40])[CH2:7][CH2:6]1)[CH:2]=[CH2:3].C[N+]1([O-])CCOCC1. Product: [CH2:1]([O:4][C:5]1([CH3:49])[CH2:6][CH2:7][N:8]([C:11]2[N:16]3[N:17]=[C:18]([C:20](=[O:36])[NH:21][CH2:22][C:23](=[O:35])[CH2:24][C:25]4[CH:30]=[CH:29][CH:28]=[CH:27][C:26]=4[O:31][CH2:32][CH:33]=[CH2:34])[CH:19]=[C:15]3[N:14]=[C:13]([CH3:37])[C:12]=2[C@H:38]([O:44][C:45]([CH3:48])([CH3:47])[CH3:46])[C:39]([O:41][CH2:42][CH3:43])=[O:40])[CH2:9][CH2:10]1)[CH:2]=[CH2:3]. The catalyst class is: 862. (3) Reactant: BrC1SC=CC=1.Br[C:8]1[S:12][C:11]([C:13](=[O:18])[C:14]([F:17])([F:16])[F:15])=[CH:10][CH:9]=1.CCN(CC)CC.[CH3:26][Si:27]([C:30]#[CH:31])([CH3:29])[CH3:28]. Product: [F:15][C:14]([F:17])([F:16])[C:13]([C:11]1[S:12][C:8]([C:31]#[C:30][Si:27]([CH3:29])([CH3:28])[CH3:26])=[CH:9][CH:10]=1)=[O:18]. The catalyst class is: 540. (4) Reactant: [CH3:1][N:2]([CH3:6])[CH2:3][CH2:4][NH2:5].Cl[C:8]1[N:9]=[N+:10]([O-:21])[C:11]2[CH:20]=[C:19]3[C:15]([CH2:16][CH2:17][CH2:18]3)=[CH:14][C:12]=2[N:13]=1. Product: [CH3:1][N:2]([CH3:6])[CH2:3][CH2:4][NH:5][C:8]1[N:9]=[N+:10]([O-:21])[C:11]2[CH:20]=[C:19]3[C:15]([CH2:16][CH2:17][CH2:18]3)=[CH:14][C:12]=2[N:13]=1. The catalyst class is: 57. (5) Reactant: Br[C:2]1[CH:3]=[C:4]([CH:12]=[C:13]([Cl:15])[CH:14]=1)[CH2:5][C:6]1[CH:7]=[N:8][CH:9]=[CH:10][CH:11]=1.[CH:16]([C:18]1[CH:23]=[CH:22][C:21]([N:24]2[CH2:29][CH2:28][N:27]([C:30](=[O:32])[CH3:31])[CH2:26][CH2:25]2)=[CH:20][CH:19]=1)=[CH2:17].C(#N)C.C1C=CC(P(C2C=CC=CC=2)C2C=CC=CC=2)=CC=1. Product: [Cl:15][C:13]1[CH:14]=[C:2]([CH:3]=[C:4]([CH2:5][C:6]2[CH:7]=[N:8][CH:9]=[CH:10][CH:11]=2)[CH:12]=1)/[CH:17]=[CH:16]/[C:18]1[CH:19]=[CH:20][C:21]([N:24]2[CH2:25][CH2:26][N:27]([C:30](=[O:32])[CH3:31])[CH2:28][CH2:29]2)=[CH:22][CH:23]=1. The catalyst class is: 318.